From a dataset of Full USPTO retrosynthesis dataset with 1.9M reactions from patents (1976-2016). Predict the reactants needed to synthesize the given product. (1) Given the product [CH3:14][C:4]1[C:5]2[CH2:9][O:8][C:7](=[O:10])[C:6]=2[CH:11]=[C:12]([CH3:13])[C:3]=1[CH:1]1[CH2:2][O:23]1, predict the reactants needed to synthesize it. The reactants are: [CH:1]([C:3]1[C:12]([CH3:13])=[CH:11][C:6]2[C:7](=[O:10])[O:8][CH2:9][C:5]=2[C:4]=1[CH3:14])=[CH2:2].C1C=C(Cl)C=C(C(OO)=[O:23])C=1. (2) Given the product [I:19][C:16]1[C:10]2[C:11](=[N:12][CH:13]=[C:8]([S:7][C:1]3[CH:6]=[CH:5][CH:4]=[CH:3][CH:2]=3)[CH:9]=2)[NH:14][CH:15]=1, predict the reactants needed to synthesize it. The reactants are: [C:1]1([S:7][C:8]2[CH:9]=[C:10]3[CH:16]=[CH:15][NH:14][C:11]3=[N:12][CH:13]=2)[CH:6]=[CH:5][CH:4]=[CH:3][CH:2]=1.[OH-].[K+].[I:19]I.[O-]S([O-])(=S)=O.[Na+].[Na+]. (3) Given the product [NH2:20][C:4]1[CH:5]=[C:6]([C:9]2[CH:14]=[CH:13][C:12]([C:15]([O:17][CH3:18])=[O:16])=[CH:11][C:10]=2[CH3:19])[CH:7]=[CH:8][C:3]=1[CH2:1][CH3:2], predict the reactants needed to synthesize it. The reactants are: [CH:1]([C:3]1[CH:8]=[CH:7][C:6]([C:9]2[CH:14]=[CH:13][C:12]([C:15]([O:17][CH3:18])=[O:16])=[CH:11][C:10]=2[CH3:19])=[CH:5][C:4]=1[N+:20]([O-])=O)=[CH2:2]. (4) Given the product [O:11]1[CH2:12][CH:13]=[C:8]([C:7]2[C:2]([O:14][CH:15]3[CH2:16][N:17]([C:19]([O:21][C:22]([CH3:25])([CH3:24])[CH3:23])=[O:20])[CH2:18]3)=[N:3][CH:4]=[CH:5][CH:6]=2)[CH2:9][CH2:10]1, predict the reactants needed to synthesize it. The reactants are: Cl[C:2]1[C:7]([C:8]2[CH2:9][CH2:10][O:11][CH2:12][CH:13]=2)=[CH:6][CH:5]=[CH:4][N:3]=1.[OH:14][CH:15]1[CH2:18][N:17]([C:19]([O:21][C:22]([CH3:25])([CH3:24])[CH3:23])=[O:20])[CH2:16]1.CC(C)([O-])C.[Na+].